From a dataset of Forward reaction prediction with 1.9M reactions from USPTO patents (1976-2016). Predict the product of the given reaction. Given the reactants [OH:1][C:2]1[CH:9]=[CH:8][CH:7]=[CH:6][C:3]=1[CH:4]=[O:5].Br[CH2:11][CH2:12][C:13]1[CH:18]=[CH:17][CH:16]=[CH:15][CH:14]=1.C(=O)([O-])[O-].[K+].[K+].O, predict the reaction product. The product is: [C:13]1([CH2:12][CH2:11][O:1][C:2]2[CH:9]=[CH:8][CH:7]=[CH:6][C:3]=2[CH:4]=[O:5])[CH:18]=[CH:17][CH:16]=[CH:15][CH:14]=1.